This data is from Full USPTO retrosynthesis dataset with 1.9M reactions from patents (1976-2016). The task is: Predict the reactants needed to synthesize the given product. (1) Given the product [Cl:1][C:2]1[CH:3]=[CH:4][C:5]([O:35][CH3:36])=[C:6]([CH:34]=1)[CH2:7][CH:8]1[C:14](=[O:15])[N:13]([C:16]([NH:18][C@@H:19]([C:20]([NH:22][C:23]2[CH:24]=[CH:52][N:51]=[CH:50][CH:49]=2)=[O:21])[CH2:31][CH3:32])=[O:17])[CH2:12][C:11](=[O:33])[NH:10][CH2:9]1, predict the reactants needed to synthesize it. The reactants are: [Cl:1][C:2]1[CH:3]=[CH:4][C:5]([O:35][CH3:36])=[C:6]([CH:34]=1)[CH2:7][CH:8]1[C:14](=[O:15])[N:13]([C:16]([NH:18][CH:19]([CH2:31][CH3:32])[C:20]([NH:22][CH2:23][C:24](OC(C)(C)C)=O)=[O:21])=[O:17])[CH2:12][C:11](=[O:33])[NH:10][CH2:9]1.Cl.C(OC(=O)CN)(C)(C)C.NC1C=[CH:52][N:51]=[CH:50][CH:49]=1. (2) Given the product [CH3:1][C@@H:2]1[C@H:6]([CH3:7])[N:5]([C:8]([O:10][C:11]([CH3:12])([CH3:14])[CH3:13])=[O:9])[C@H:4]([C:15]([O:17][CH2:18][CH3:19])=[O:16])[CH2:3]1, predict the reactants needed to synthesize it. The reactants are: [CH3:1][C:2]1[CH:3]=[C:4]([C:15]([O:17][CH2:18][CH3:19])=[O:16])[N:5]([C:8]([O:10][C:11]([CH3:14])([CH3:13])[CH3:12])=[O:9])[C:6]=1[CH3:7]. (3) Given the product [Si:1]([O:8][CH:9]([CH2:12][C@H:13]1[CH2:24][CH2:23][C:22]2[S:21][C:20]3[C:15](=[C:16]([NH:25][CH:26]4[CH2:27][CH2:28][CH:29]([N:32]5[CH2:33][CH2:34][O:35][CH2:36][CH2:37]5)[CH2:30][CH2:31]4)[N:17]=[CH:18][N:19]=3)[C:14]1=2)[C:10]([NH2:11])=[O:38])([C:4]([CH3:6])([CH3:7])[CH3:5])([CH3:3])[CH3:2], predict the reactants needed to synthesize it. The reactants are: [Si:1]([O:8][CH:9]([CH2:12][C@H:13]1[CH2:24][CH2:23][C:22]2[S:21][C:20]3[C:15](=[C:16]([NH:25][CH:26]4[CH2:31][CH2:30][CH:29]([N:32]5[CH2:37][CH2:36][O:35][CH2:34][CH2:33]5)[CH2:28][CH2:27]4)[N:17]=[CH:18][N:19]=3)[C:14]1=2)[C:10]#[N:11])([C:4]([CH3:7])([CH3:6])[CH3:5])([CH3:3])[CH3:2].[OH:38][Li].O.OO. (4) The reactants are: Br[C:2]1[CH:3]=[C:4]([CH:8]=[CH:9][C:10]=1[O:11][CH:12]([CH3:14])[CH3:13])[C:5]([OH:7])=[O:6].[CH3:15][S:16]([O-:18])=[O:17].[Na+].CNCCNC. Given the product [CH:12]([O:11][C:10]1[CH:9]=[CH:8][C:4]([C:5]([OH:7])=[O:6])=[CH:3][C:2]=1[S:16]([CH3:15])(=[O:18])=[O:17])([CH3:14])[CH3:13], predict the reactants needed to synthesize it. (5) The reactants are: [H-].[Na+].C1C[O:6][CH2:5][CH2:4]1.[F:8][C:9]1[CH:10]=[C:11]2[C:15](=[CH:16][CH:17]=1)[C:14](=[O:18])[CH2:13][CH2:12]2.Cl. Given the product [C:5]([CH:13]1[CH2:12][C:11]2[C:15](=[CH:16][CH:17]=[C:9]([F:8])[CH:10]=2)[C:14]1=[O:18])(=[O:6])[CH3:4], predict the reactants needed to synthesize it. (6) Given the product [C:10]([O:14][C:15]([N:17]1[CH2:22][CH2:21][N:20]([C:2]2[C:3]([C:4]#[N:5])=[CH:6][CH:7]=[CH:8][N:9]=2)[CH2:19][CH2:18]1)=[O:16])([CH3:13])([CH3:11])[CH3:12], predict the reactants needed to synthesize it. The reactants are: Cl[C:2]1[N:9]=[CH:8][CH:7]=[CH:6][C:3]=1[C:4]#[N:5].[C:10]([O:14][C:15]([N:17]1[CH2:22][CH2:21][NH:20][CH2:19][CH2:18]1)=[O:16])([CH3:13])([CH3:12])[CH3:11].C(=O)([O-])O.[K+]. (7) Given the product [NH2:1][C:4]1[CH:5]=[C:6]([CH:12]=[CH:13][CH:14]=1)[O:7][CH2:8][C:9]([OH:11])=[O:10], predict the reactants needed to synthesize it. The reactants are: [N+:1]([C:4]1[CH:5]=[C:6]([CH:12]=[CH:13][CH:14]=1)[O:7][CH2:8][C:9]([OH:11])=[O:10])([O-])=O.